The task is: Regression. Given two drug SMILES strings and cell line genomic features, predict the synergy score measuring deviation from expected non-interaction effect.. This data is from NCI-60 drug combinations with 297,098 pairs across 59 cell lines. Drug 1: C1CCC(CC1)NC(=O)N(CCCl)N=O. Drug 2: CC1=C(N=C(N=C1N)C(CC(=O)N)NCC(C(=O)N)N)C(=O)NC(C(C2=CN=CN2)OC3C(C(C(C(O3)CO)O)O)OC4C(C(C(C(O4)CO)O)OC(=O)N)O)C(=O)NC(C)C(C(C)C(=O)NC(C(C)O)C(=O)NCCC5=NC(=CS5)C6=NC(=CS6)C(=O)NCCC[S+](C)C)O. Cell line: SN12C. Synergy scores: CSS=17.7, Synergy_ZIP=-3.42, Synergy_Bliss=2.22, Synergy_Loewe=1.90, Synergy_HSA=1.95.